This data is from Full USPTO retrosynthesis dataset with 1.9M reactions from patents (1976-2016). The task is: Predict the reactants needed to synthesize the given product. Given the product [Br:41][CH:17]([C:5]1[C:6]([F:16])=[C:7]([C:8]([C:10]2[CH:15]=[CH:14][CH:13]=[CH:12][CH:11]=2)=[O:9])[C:2]([Cl:1])=[CH:3][CH:4]=1)[CH2:18][CH3:19], predict the reactants needed to synthesize it. The reactants are: [Cl:1][C:2]1[C:7]([C:8]([C:10]2[CH:15]=[CH:14][CH:13]=[CH:12][CH:11]=2)=[O:9])=[C:6]([F:16])[C:5]([CH:17](O)[CH2:18][CH3:19])=[CH:4][CH:3]=1.C1(P(C2C=CC=CC=2)C2C=CC=CC=2)C=CC=CC=1.C(Br)(Br)(Br)[Br:41].